Regression. Given a peptide amino acid sequence and an MHC pseudo amino acid sequence, predict their binding affinity value. This is MHC class II binding data. From a dataset of Peptide-MHC class II binding affinity with 134,281 pairs from IEDB. (1) The peptide sequence is KLRSAGELELQFRRV. The MHC is HLA-DQA10102-DQB10602 with pseudo-sequence HLA-DQA10102-DQB10602. The binding affinity (normalized) is 0.291. (2) The peptide sequence is AEKFKEDVINDFVSS. The MHC is DRB1_0405 with pseudo-sequence DRB1_0405. The binding affinity (normalized) is 0.389. (3) The peptide sequence is LNKSDSSWAIHWFSN. The MHC is DRB1_0101 with pseudo-sequence DRB1_0101. The binding affinity (normalized) is 0.420. (4) The peptide sequence is VHVSFVMAYPEMLAA. The MHC is HLA-DQA10301-DQB10302 with pseudo-sequence HLA-DQA10301-DQB10302. The binding affinity (normalized) is 0.573. (5) The peptide sequence is VLMAVVLASLIYRRR. The MHC is DRB1_0701 with pseudo-sequence DRB1_0701. The binding affinity (normalized) is 0.387.